The task is: Predict the reactants needed to synthesize the given product.. This data is from Retrosynthesis with 50K atom-mapped reactions and 10 reaction types from USPTO. Given the product CC(C)(C)c1ccccc1Oc1nc(C#N)ccc1N, predict the reactants needed to synthesize it. The reactants are: CC(C)(C)c1ccccc1Oc1nc(Br)ccc1N.N#C[Cu]C#N.